This data is from Peptide-MHC class I binding affinity with 185,985 pairs from IEDB/IMGT. The task is: Regression. Given a peptide amino acid sequence and an MHC pseudo amino acid sequence, predict their binding affinity value. This is MHC class I binding data. (1) The peptide sequence is LVSIFLHLV. The MHC is H-2-Kb with pseudo-sequence H-2-Kb. The binding affinity (normalized) is 0.214. (2) The peptide sequence is HSATGFKQSSK. The MHC is HLA-A03:02 with pseudo-sequence HLA-A03:02. The binding affinity (normalized) is 0.446. (3) The peptide sequence is RLYYDSMSY. The MHC is HLA-B15:01 with pseudo-sequence HLA-B15:01. The binding affinity (normalized) is 0.550. (4) The peptide sequence is VGNVYVKL. The MHC is Mamu-B52 with pseudo-sequence Mamu-B52. The binding affinity (normalized) is 0.774. (5) The peptide sequence is QEAYYRARA. The MHC is HLA-B40:02 with pseudo-sequence HLA-B40:02. The binding affinity (normalized) is 0.301. (6) The peptide sequence is RPSSSQIPS. The MHC is HLA-B07:02 with pseudo-sequence HLA-B07:02. The binding affinity (normalized) is 0.141. (7) The peptide sequence is NVMDPMHGA. The MHC is HLA-B27:03 with pseudo-sequence HLA-B27:03. The binding affinity (normalized) is 0.0847.